This data is from Forward reaction prediction with 1.9M reactions from USPTO patents (1976-2016). The task is: Predict the product of the given reaction. (1) The product is: [Cl:1][C:2]1[CH:27]=[CH:26][C:5]([CH2:6][N:7]2[C:15]3[C:10](=[CH:11][C:12]([N:16]([CH3:24])[C:17](=[O:23])[O:18][C:19]([CH3:21])([CH3:22])[CH3:20])=[CH:13][CH:14]=3)[C:9]([C:45](=[O:57])[C:46]([NH:48][C:49]3[CH:54]=[CH:53][N:52]=[C:51]([O:55][CH3:56])[CH:50]=3)=[O:47])=[C:8]2[CH3:25])=[CH:4][CH:3]=1. Given the reactants [Cl:1][C:2]1[CH:27]=[CH:26][C:5]([CH2:6][N:7]2[C:15]3[C:10](=[CH:11][C:12]([N:16]([CH3:24])[C:17](=[O:23])[O:18][C:19]([CH3:22])([CH3:21])[CH3:20])=[CH:13][CH:14]=3)[CH:9]=[C:8]2[CH3:25])=[CH:4][CH:3]=1.ClC1C=CC(CN2C3C(=CC(NC)=CC=3)C([C:45](=[O:57])[C:46]([NH:48][C:49]3[CH:54]=[CH:53][N:52]=[C:51]([O:55][CH3:56])[CH:50]=3)=[O:47])=C2C)=CC=1, predict the reaction product. (2) The product is: [Cl:20][C:6]1[CH:5]=[N:4][CH:3]=[C:2]([Cl:1])[C:7]=1[S:8][C:9]1[S:13][C:12]([C:14]([NH:31][C:30]2[CH:29]=[CH:28][C:27]([O:26][CH2:25][CH2:24][CH2:23][N:22]([CH3:21])[CH3:34])=[CH:33][CH:32]=2)=[O:16])=[CH:11][C:10]=1[N+:17]([O-:19])=[O:18]. Given the reactants [Cl:1][C:2]1[CH:3]=[N:4][CH:5]=[C:6]([Cl:20])[C:7]=1[S:8][C:9]1[S:13][C:12]([C:14]([OH:16])=O)=[CH:11][C:10]=1[N+:17]([O-:19])=[O:18].[CH3:21][N:22]([CH3:34])[CH2:23][CH2:24][CH2:25][O:26][C:27]1[CH:33]=[CH:32][C:30]([NH2:31])=[CH:29][CH:28]=1, predict the reaction product.